This data is from Reaction yield outcomes from USPTO patents with 853,638 reactions. The task is: Predict the reaction yield, written as a fraction of the theoretical maximum amount of product (1.0 means a 100% yield; for example, 0.34 means a 34% yield). The reactants are [C:1]([O:20][CH2:21][CH2:22][C:23]([O:25]C(C)(C)C)=[O:24])([C:14]1[CH:19]=[CH:18][CH:17]=[CH:16][CH:15]=1)([C:8]1[CH:13]=[CH:12][CH:11]=[CH:10][CH:9]=1)[C:2]1[CH:7]=[CH:6][CH:5]=[CH:4][CH:3]=1.[OH-].[Na+]. The catalyst is C(O)C. The product is [C:1]([O:20][CH2:21][CH2:22][C:23]([OH:25])=[O:24])([C:8]1[CH:9]=[CH:10][CH:11]=[CH:12][CH:13]=1)([C:14]1[CH:19]=[CH:18][CH:17]=[CH:16][CH:15]=1)[C:2]1[CH:3]=[CH:4][CH:5]=[CH:6][CH:7]=1. The yield is 0.770.